From a dataset of Forward reaction prediction with 1.9M reactions from USPTO patents (1976-2016). Predict the product of the given reaction. (1) Given the reactants C(OC(=O)N[C:8]([CH3:29])(C)[CH2:9][C:10]1[C:18]2[C:13](=[C:14](OC3C(C#N)=CC=CN=3)[CH:15]=[CH:16][CH:17]=2)[NH:12]C=1)(C)(C)C.Cl.O1CCO[CH2:34][CH2:33]1, predict the reaction product. The product is: [CH3:33][CH2:34][CH2:29][CH2:8][CH2:9][CH2:10][CH2:18][CH2:17][CH2:16][CH2:15][CH2:14][CH2:13][NH2:12]. (2) Given the reactants [CH2:1]([CH:4]1[CH2:9][CH2:8][N:7]([C:10]([O:12][C:13]([CH3:16])([CH3:15])[CH3:14])=[O:11])[CH2:6][CH:5]1[C:17]([O:19][CH3:20])=[O:18])[CH:2]=[CH2:3].B1C2CCCC1CCC2.[OH-:30].[Na+].OO, predict the reaction product. The product is: [OH:30][CH2:3][CH2:2][CH2:1][CH:4]1[CH2:9][CH2:8][N:7]([C:10]([O:12][C:13]([CH3:15])([CH3:16])[CH3:14])=[O:11])[CH2:6][CH:5]1[C:17]([O:19][CH3:20])=[O:18].